This data is from Reaction yield outcomes from USPTO patents with 853,638 reactions. The task is: Predict the reaction yield, written as a fraction of the theoretical maximum amount of product (1.0 means a 100% yield; for example, 0.34 means a 34% yield). (1) The reactants are [CH2:1]([NH:4][C:5]1[C:14]2[C:9](=[CH:10][CH:11]=[C:12]([NH:15][CH3:16])[CH:13]=2)[N:8]=[C:7]([Cl:17])[N:6]=1)[CH:2]=[CH2:3].[CH2:18]([NH2:21])[CH:19]=[CH2:20].C(=O)([O-])O.[Na+]. No catalyst specified. The product is [ClH:17].[CH2:18]([NH:21][C:7]1[N:6]=[C:5]([NH:4][CH2:1][CH:2]=[CH2:3])[C:14]2[C:9](=[CH:10][CH:11]=[C:12]([NH:15][CH3:16])[CH:13]=2)[N:8]=1)[CH:19]=[CH2:20]. The yield is 0.924. (2) The reactants are [N:1]1([C:7](=O)[CH2:8][C@@H:9]([NH2:18])[CH2:10][S:11][C:12]2[CH:17]=[CH:16][CH:15]=[CH:14][CH:13]=2)[CH2:6][CH2:5][O:4][CH2:3][CH2:2]1.B.CO. The catalyst is C1COCC1. The product is [N:1]1([CH2:7][CH2:8][C@@H:9]([NH2:18])[CH2:10][S:11][C:12]2[CH:17]=[CH:16][CH:15]=[CH:14][CH:13]=2)[CH2:2][CH2:3][O:4][CH2:5][CH2:6]1. The yield is 0.730. (3) The reactants are [CH3:1][C:2]1[N:10]=[C:9]2[C:5]([N:6]=[CH:7][N:8]2C2CCCCO2)=[C:4]([C:17]2[C:18]([NH:23][C:24]3[CH:29]=[CH:28][C:27]([NH:30][C:31]([CH:33]4[CH2:35][CH2:34]4)=[O:32])=[CH:26][CH:25]=3)=[N:19][CH:20]=[CH:21][CH:22]=2)[N:3]=1.FC(F)(F)C(O)=O.CO. The catalyst is C(Cl)Cl. The product is [CH3:1][C:2]1[N:10]=[C:9]2[C:5]([N:6]=[CH:7][NH:8]2)=[C:4]([C:17]2[C:18]([NH:23][C:24]3[CH:29]=[CH:28][C:27]([NH:30][C:31]([CH:33]4[CH2:35][CH2:34]4)=[O:32])=[CH:26][CH:25]=3)=[N:19][CH:20]=[CH:21][CH:22]=2)[N:3]=1. The yield is 0.305. (4) The reactants are [CH:1]1([C:7](Cl)=[O:8])[CH2:6][CH2:5][CH2:4][CH2:3][CH2:2]1.Cl.[CH3:11][NH:12][O:13][CH3:14].C(N(CC)CC)C.O. The catalyst is C(Cl)Cl. The product is [CH3:14][O:13][N:12]([CH3:11])[C:7]([CH:1]1[CH2:6][CH2:5][CH2:4][CH2:3][CH2:2]1)=[O:8]. The yield is 0.910. (5) The reactants are [NH:1]1[C:4](=[O:5])[C@@H:3]2[CH2:6][C:7]3[C:12]([C@H:2]12)=[CH:11][CH:10]=[CH:9][CH:8]=3.[C:13]([O:17][C:18](O[C:18]([O:17][C:13]([CH3:16])([CH3:15])[CH3:14])=[O:19])=[O:19])([CH3:16])([CH3:15])[CH3:14].C(Cl)Cl. The catalyst is C(#N)C. The product is [O:5]=[C:4]1[N:1]([C:18]([O:17][C:13]([CH3:16])([CH3:15])[CH3:14])=[O:19])[C@H:2]2[C:12]3[C:7]([CH2:6][C@@H:3]12)=[CH:8][CH:9]=[CH:10][CH:11]=3. The yield is 0.900. (6) The reactants are [F:1][C:2]1[CH:3]=[C:4]([CH:41]=[CH:42][CH:43]=1)[CH2:5][N:6]1[CH:10]=[C:9]([C:11]2[C:19]3[C:14](=[N:15][CH:16]=[C:17]([C:20]4[CH:21]=[C:22]([O:39][CH3:40])[C:23]([N:26]5[CH2:31][CH2:30][N:29](C(OC(C)(C)C)=O)[CH2:28][CH2:27]5)=[N:24][CH:25]=4)[CH:18]=3)[NH:13][CH:12]=2)[CH:8]=[N:7]1. The catalyst is CO.Cl.O1CCOCC1. The product is [F:1][C:2]1[CH:3]=[C:4]([CH:41]=[CH:42][CH:43]=1)[CH2:5][N:6]1[CH:10]=[C:9]([C:11]2[C:19]3[C:14](=[N:15][CH:16]=[C:17]([C:20]4[CH:25]=[N:24][C:23]([N:26]5[CH2:27][CH2:28][NH:29][CH2:30][CH2:31]5)=[C:22]([O:39][CH3:40])[CH:21]=4)[CH:18]=3)[NH:13][CH:12]=2)[CH:8]=[N:7]1. The yield is 0.560.